Task: Predict the reaction yield, written as a fraction of the theoretical maximum amount of product (1.0 means a 100% yield; for example, 0.34 means a 34% yield).. Dataset: Reaction yield outcomes from USPTO patents with 853,638 reactions The reactants are COC1C=CC(P2(SP(C3C=CC(OC)=CC=3)(=S)S2)=[S:10])=CC=1.[C:23]([O:27][C:28](=[O:42])[NH:29][CH2:30][C:31](=O)[NH:32][C:33]1[C:38]([F:39])=[CH:37][CH:36]=[CH:35][C:34]=1[F:40])([CH3:26])([CH3:25])[CH3:24]. The catalyst is C1COCC1. The product is [C:23]([O:27][C:28](=[O:42])[NH:29][CH2:30][C:31](=[S:10])[NH:32][C:33]1[C:38]([F:39])=[CH:37][CH:36]=[CH:35][C:34]=1[F:40])([CH3:26])([CH3:25])[CH3:24]. The yield is 0.420.